This data is from Forward reaction prediction with 1.9M reactions from USPTO patents (1976-2016). The task is: Predict the product of the given reaction. (1) The product is: [CH:19]1[C:20]2[C:15](=[CH:14][CH:13]=[CH:22][CH:21]=2)[CH:16]=[CH:17][C:18]=1[NH:1][C:2]1[CH:3]=[C:4]2[C:9](=[CH:10][CH:11]=1)[NH:8][CH2:7][CH2:6][CH2:5]2. Given the reactants [NH2:1][C:2]1[CH:3]=[C:4]2[C:9](=[CH:10][CH:11]=1)[N:8]=[CH:7][CH:6]=[CH:5]2.Br[C:13]1[CH:22]=[CH:21][C:20]2[C:15](=[CH:16][CH:17]=[CH:18][CH:19]=2)[CH:14]=1.CC(C)([O-])C.[Na+], predict the reaction product. (2) Given the reactants [Br:1][C:2]1[CH:7]=[C:6]([O:8][CH3:9])[CH:5]=[C:4](Br)[N:3]=1.[NH3:11], predict the reaction product. The product is: [Br:1][C:2]1[N:3]=[C:4]([NH2:11])[CH:5]=[C:6]([O:8][CH3:9])[CH:7]=1. (3) Given the reactants [CH3:1][O:2][C:3]1[CH:4]=[C:5]([CH2:11][CH2:12][NH2:13])[CH:6]=[CH:7][C:8]=1[O:9][CH3:10].[CH:14]1[C:23]2[C:18](=[CH:19][CH:20]=[CH:21][CH:22]=2)[CH:17]=[CH:16][C:15]=1[CH2:24][C:25](O)=[O:26], predict the reaction product. The product is: [CH3:1][O:2][C:3]1[CH:4]=[C:5]([CH2:11][CH2:12][NH:13][C:25](=[O:26])[CH2:24][C:15]2[CH:16]=[CH:17][C:18]3[C:23](=[CH:22][CH:21]=[CH:20][CH:19]=3)[CH:14]=2)[CH:6]=[CH:7][C:8]=1[O:9][CH3:10]. (4) Given the reactants [Br:1][C:2]1[C:10]2[C:5](=[CH:6][CH:7]=[C:8]([C:11]#[N:12])[CH:9]=2)[NH:4][N:3]=1.[C:13](=O)([O-])[O-].[K+].[K+].CI, predict the reaction product. The product is: [Br:1][C:2]1[C:10]2[C:5](=[CH:6][CH:7]=[C:8]([C:11]#[N:12])[CH:9]=2)[N:4]([CH3:13])[N:3]=1.